This data is from Forward reaction prediction with 1.9M reactions from USPTO patents (1976-2016). The task is: Predict the product of the given reaction. (1) Given the reactants Br[C:2]1[CH:7]=[CH:6][N:5]=[C:4]([C:8]#[N:9])[CH:3]=1.CC1(C)C(C)(C)OB([C:18]2[CH:23]=[CH:22][C:21]([OH:24])=[CH:20][CH:19]=2)O1.C([O-])([O-])=O.[Na+].[Na+].COCCOC, predict the reaction product. The product is: [OH:24][C:21]1[CH:22]=[CH:23][C:18]([C:2]2[CH:7]=[CH:6][N:5]=[C:4]([C:8]#[N:9])[CH:3]=2)=[CH:19][CH:20]=1. (2) The product is: [CH3:3][O:4][C:5]1[CH:6]=[C:7]2[C:11](=[CH:12][C:13]=1[O:14][CH3:15])[N:10]([CH2:16][CH2:17][N:18]1[CH2:23][CH2:22][O:21][CH2:20][CH2:19]1)[CH:9]=[C:8]2[C:24]1[NH:33][C:27]2=[N:28][CH:29]=[C:30]([F:32])[CH:31]=[C:26]2[CH:25]=1. Given the reactants [OH-].[K+].[CH3:3][O:4][C:5]1[CH:6]=[C:7]2[C:11](=[CH:12][C:13]=1[O:14][CH3:15])[N:10]([CH2:16][CH2:17][N:18]1[CH2:23][CH2:22][O:21][CH2:20][CH2:19]1)[CH:9]=[C:8]2[C:24]1[N:33](S(C2C=CC(C)=CC=2)(=O)=O)[C:27]2=[N:28][CH:29]=[C:30]([F:32])[CH:31]=[C:26]2[CH:25]=1, predict the reaction product.